This data is from Forward reaction prediction with 1.9M reactions from USPTO patents (1976-2016). The task is: Predict the product of the given reaction. (1) Given the reactants [C:1]([O:5][C:6](=[O:9])[NH:7][NH2:8])([CH3:4])([CH3:3])[CH3:2].[CH3:10][CH2:11][CH2:12][CH2:13][CH2:14]C, predict the reaction product. The product is: [C:1]([O:5][C:6]([NH:7][N:8]=[CH:10][CH2:11][CH2:12][CH2:13][CH3:14])=[O:9])([CH3:4])([CH3:3])[CH3:2]. (2) The product is: [NH2:15][CH2:16][C:17]([NH:19][CH2:20][C:21]1([C:34]2[CH:39]=[CH:38][CH:37]=[C:36]([C:40]3[CH:41]=[N:42][N:43]([CH3:45])[CH:44]=3)[CH:35]=2)[CH2:22][CH2:23][NH:24][CH2:25][CH2:26]1)=[O:18]. Given the reactants C(O)(C(F)(F)F)=O.C(OC([NH:15][CH2:16][C:17]([NH:19][CH2:20][C:21]1([C:34]2[CH:39]=[CH:38][CH:37]=[C:36]([C:40]3[CH:41]=[N:42][N:43]([CH3:45])[CH:44]=3)[CH:35]=2)[CH2:26][CH2:25][N:24](C(OC(C)(C)C)=O)[CH2:23][CH2:22]1)=[O:18])=O)(C)(C)C, predict the reaction product.